From a dataset of Full USPTO retrosynthesis dataset with 1.9M reactions from patents (1976-2016). Predict the reactants needed to synthesize the given product. (1) Given the product [CH3:1][C:2]1[N:3]([S:32]([C:28]2[CH:27]=[N:26][CH:31]=[CH:30][CH:29]=2)(=[O:34])=[O:33])[CH:4]=[CH:5][C:6]=1[CH:7]=[O:8], predict the reactants needed to synthesize it. The reactants are: [CH3:1][C:2]1[NH:3][CH:4]=[CH:5][C:6]=1[CH:7]=[O:8].[H-].[Na+].C1OCCOCCOCCOCCOC1.[N:26]1[CH:31]=[CH:30][CH:29]=[C:28]([S:32](Cl)(=[O:34])=[O:33])[CH:27]=1. (2) The reactants are: [N+:1]([C:4]1[N:9]=[CH:8][C:7]([O:10][CH:11]2[CH2:14][N:13]([C:15]([O:17][C:18]([CH3:21])([CH3:20])[CH3:19])=[O:16])[CH2:12]2)=[CH:6][CH:5]=1)([O-])=O. Given the product [NH2:1][C:4]1[N:9]=[CH:8][C:7]([O:10][CH:11]2[CH2:14][N:13]([C:15]([O:17][C:18]([CH3:21])([CH3:20])[CH3:19])=[O:16])[CH2:12]2)=[CH:6][CH:5]=1, predict the reactants needed to synthesize it. (3) Given the product [N+:1]([C:4]1[CH:9]=[CH:8][C:7]([N:10]2[C:14]([CH2:15][OH:16])=[CH:13][C:12]([C:19]([F:22])([F:21])[F:20])=[N:11]2)=[CH:6][CH:5]=1)([O-:3])=[O:2], predict the reactants needed to synthesize it. The reactants are: [N+:1]([C:4]1[CH:9]=[CH:8][C:7]([N:10]2[C:14]([C:15](OC)=[O:16])=[CH:13][C:12]([C:19]([F:22])([F:21])[F:20])=[N:11]2)=[CH:6][CH:5]=1)([O-:3])=[O:2].[BH4-].[Na+]. (4) Given the product [OH:10][CH2:9][C:4]1[CH2:5][CH2:6][C:7](=[O:8])[N:2]([CH3:1])[N:3]=1, predict the reactants needed to synthesize it. The reactants are: [CH3:1][N:2]1[C:7](=[O:8])[CH2:6][CH2:5][C:4]([C:9](O)=[O:10])=[N:3]1.C(N(CC)CC)C.ClC(OCC)=O.[BH4-].[Na+]. (5) Given the product [Cl:20][C:21]1[CH:22]=[C:23]([C:29]([OH:31])=[O:30])[CH:24]=[N:25][C:26]=1[NH:27][NH:28][C:18]([NH:17][CH:16]1[C:11]2[CH:12]=[N:13][CH:14]=[CH:15][C:10]=2[CH2:9][CH2:8][C:7]2[C:2]([F:1])=[CH:3][CH:4]=[CH:5][C:6]1=2)=[S:19], predict the reactants needed to synthesize it. The reactants are: [F:1][C:2]1[C:7]2[CH2:8][CH2:9][C:10]3[CH:15]=[CH:14][N:13]=[CH:12][C:11]=3[CH:16]([N:17]=[C:18]=[S:19])[C:6]=2[CH:5]=[CH:4][CH:3]=1.[Cl:20][C:21]1[CH:22]=[C:23]([C:29]([OH:31])=[O:30])[CH:24]=[N:25][C:26]=1[NH:27][NH2:28]. (6) Given the product [Cl:1][C:2]1[CH:7]=[CH:6][C:5]([C:8]2[N:9]=[C:10]3[CH:15]=[CH:14][CH:13]=[CH:12][N:11]3[C:16]=2[CH2:17][C:18](=[N:20][OH:21])[NH2:19])=[CH:4][CH:3]=1, predict the reactants needed to synthesize it. The reactants are: [Cl:1][C:2]1[CH:7]=[CH:6][C:5]([C:8]2[N:9]=[C:10]3[CH:15]=[CH:14][CH:13]=[CH:12][N:11]3[C:16]=2[CH2:17][C:18]#[N:19])=[CH:4][CH:3]=1.[NH2:20][OH:21].Cl.C([O-])([O-])=O.[K+].[K+].O. (7) Given the product [N:1]1[CH:6]=[CH:5][CH:4]=[CH:3][C:2]=1[C:7]1([CH2:10][OH:11])[CH2:8][CH2:9]1, predict the reactants needed to synthesize it. The reactants are: [N:1]1[CH:6]=[CH:5][CH:4]=[CH:3][C:2]=1[C:7]1([C:10](O)=[O:11])[CH2:9][CH2:8]1.C(N(CC)CC)C.ClC(OCC)=O.[BH4-].[Na+].